Dataset: Reaction yield outcomes from USPTO patents with 853,638 reactions. Task: Predict the reaction yield, written as a fraction of the theoretical maximum amount of product (1.0 means a 100% yield; for example, 0.34 means a 34% yield). (1) The product is [CH3:26][C:24]1[CH:23]=[C:4]([CH:3]=[C:2]([CH3:1])[CH:25]=1)[O:5][C:6]1[CH:13]=[CH:12][C:9]([C:10]#[N:11])=[CH:8][C:7]=1[S:14]([N:17]1[CH2:22][CH2:21][N:20]([S:35]([C:32]2[CH:31]=[CH:30][C:29]([C:28]([F:27])([F:39])[F:40])=[CH:34][CH:33]=2)(=[O:37])=[O:36])[CH2:19][CH2:18]1)(=[O:16])=[O:15]. The yield is 0.422. The reactants are [CH3:1][C:2]1[CH:3]=[C:4]([CH:23]=[C:24]([CH3:26])[CH:25]=1)[O:5][C:6]1[CH:13]=[CH:12][C:9]([C:10]#[N:11])=[CH:8][C:7]=1[S:14]([N:17]1[CH2:22][CH2:21][NH:20][CH2:19][CH2:18]1)(=[O:16])=[O:15].[F:27][C:28]([F:40])([F:39])[C:29]1[CH:34]=[CH:33][C:32]([S:35](Cl)(=[O:37])=[O:36])=[CH:31][CH:30]=1.C(N(CC)CC)C. The catalyst is C(Cl)Cl. (2) The reactants are [N:1]12[CH2:8][CH2:7][C:4]([C:9]([C:17]3[CH:22]=[CH:21][CH:20]=[CH:19][CH:18]=3)([C:11]3[CH:16]=[CH:15][CH:14]=[CH:13][CH:12]=3)[OH:10])([CH2:5][CH2:6]1)[CH2:3][CH2:2]2.[O:23]1[C:27]2[CH:28]=[CH:29][CH:30]=[CH:31][C:26]=2[CH:25]=[C:24]1[C:32](=[O:35])[CH2:33][Br:34].CC#N. The catalyst is C(Cl)(Cl)Cl.CS(C)=O. The product is [Br-:34].[O:23]1[C:27]2[CH:28]=[CH:29][CH:30]=[CH:31][C:26]=2[CH:25]=[C:24]1[C:32](=[O:35])[CH2:33][N+:1]12[CH2:6][CH2:5][C:4]([C:9]([OH:10])([C:17]3[CH:22]=[CH:21][CH:20]=[CH:19][CH:18]=3)[C:11]3[CH:12]=[CH:13][CH:14]=[CH:15][CH:16]=3)([CH2:3][CH2:2]1)[CH2:7][CH2:8]2. The yield is 0.574. (3) The reactants are [F:1][C:2]1[CH:3]=[C:4]2[C:8](=[CH:9][CH:10]=1)[NH:7][CH:6]=[C:5]2[C:11]1[CH2:12][CH2:13][NH:14][CH2:15][CH:16]=1.Br[C:18]1[C:23]([O:24][CH2:25][C@@H:26]2[CH2:28][O:27]2)=[CH:22][CH:21]=[CH:20][N:19]=1.CC1C=CC(P(C2C=CC3C(=CC=CC=3)C=2C2C3C(=CC=CC=3)C=CC=2P(C2C=CC(C)=CC=2)C2C=CC(C)=CC=2)C2C=CC(C)=CC=2)=CC=1.C(=O)([O-])[O-].[K+].[K+]. The catalyst is CS(C)=O.C1(C)C=CC=CC=1.C([O-])(=O)C.[Pd+2].C([O-])(=O)C. The product is [F:1][C:2]1[CH:3]=[C:4]2[C:8](=[CH:9][CH:10]=1)[NH:7][CH:6]=[C:5]2[C:11]1[CH2:12][CH2:13][N:14]([CH2:28][CH:26]2[O:27][C:18]3=[N:19][CH:20]=[CH:21][CH:22]=[C:23]3[O:24][CH2:25]2)[CH2:15][CH:16]=1. The yield is 0.330. (4) The reactants are Cl[C:2]1[C:3](=[O:12])[N:4]([CH2:9][O:10][CH3:11])[N:5]=[CH:6][C:7]=1[Cl:8].[CH3:13][O-:14].[Na+]. The catalyst is CO. The product is [Cl:8][C:7]1[CH:6]=[N:5][N:4]([CH2:9][O:10][CH3:11])[C:3](=[O:12])[C:2]=1[O:14][CH3:13]. The yield is 0.720. (5) The reactants are [CH2:1]([NH:8][C@@H:9]([C:20]1[NH:21][CH:22]=[C:23]([C:25]2[CH:30]=[CH:29][CH:28]=[CH:27][CH:26]=2)[N:24]=1)[CH2:10][C:11]1[C:19]2[C:14](=[CH:15][CH:16]=[CH:17][CH:18]=2)[NH:13][CH:12]=1)[C:2]1[CH:7]=[CH:6][CH:5]=[CH:4][CH:3]=1.S(C1C=CC(C)=CC=1)(O[CH3:35])(=O)=O.CC([O-])(C)C.[K+].C(=O)(O)[O-].[Na+]. The catalyst is O1CCCC1.C(OCC)(=O)C. The product is [CH2:1]([N:8]([CH3:35])[C@@H:9]([C:20]1[NH:21][CH:22]=[C:23]([C:25]2[CH:30]=[CH:29][CH:28]=[CH:27][CH:26]=2)[N:24]=1)[CH2:10][C:11]1[C:19]2[C:14](=[CH:15][CH:16]=[CH:17][CH:18]=2)[NH:13][CH:12]=1)[C:2]1[CH:7]=[CH:6][CH:5]=[CH:4][CH:3]=1. The yield is 0.0400. (6) The reactants are Br[C:2]1[C:10]2[C:9]([NH:11][C@H:12]([C:14]3[N:19]([C:20]4[CH:25]=[CH:24][CH:23]=[CH:22][CH:21]=4)[C:18](=[O:26])[C:17]4=[C:27]([CH3:30])[CH:28]=[CH:29][N:16]4[N:15]=3)[CH3:13])=[N:8][CH:7]=[N:6][C:5]=2[N:4]([CH2:31][O:32][CH2:33][CH2:34][Si:35]([CH3:38])([CH3:37])[CH3:36])[CH:3]=1.[CH3:39][O:40][C:41]1[CH:42]=[C:43]([NH:56][S:57]([CH3:60])(=[O:59])=[O:58])[CH:44]=[CH:45][C:46]=1B1OC(C)(C)C(C)(C)O1.C(=O)([O-])[O-].[Na+].[Na+]. No catalyst specified. The product is [CH3:39][O:40][C:41]1[CH:42]=[C:43]([NH:56][S:57]([CH3:60])(=[O:59])=[O:58])[CH:44]=[CH:45][C:46]=1[C:2]1[C:10]2[C:9]([NH:11][C@H:12]([C:14]3[N:19]([C:20]4[CH:25]=[CH:24][CH:23]=[CH:22][CH:21]=4)[C:18](=[O:26])[C:17]4=[C:27]([CH3:30])[CH:28]=[CH:29][N:16]4[N:15]=3)[CH3:13])=[N:8][CH:7]=[N:6][C:5]=2[N:4]([CH2:31][O:32][CH2:33][CH2:34][Si:35]([CH3:38])([CH3:37])[CH3:36])[CH:3]=1. The yield is 0.710. (7) The reactants are [F:1][C:2]1[CH:7]=[CH:6][C:5]([NH:8][C:9]2[S:13][C:12]3=[N:14][CH:15]=[C:16](I)[N:11]3[N:10]=2)=[CH:4][CH:3]=1.[C:18]([NH:21][C:22]1[CH:27]=[CH:26][C:25](B(O)O)=[CH:24][CH:23]=1)(=[O:20])[CH3:19].C(=O)([O-])[O-].[Cs+].[Cs+].O. The catalyst is O1CCOCC1.Cl[Pd](Cl)([P](C1C=CC=CC=1)(C1C=CC=CC=1)C1C=CC=CC=1)[P](C1C=CC=CC=1)(C1C=CC=CC=1)C1C=CC=CC=1.C(OCC)C. The product is [F:1][C:2]1[CH:7]=[CH:6][C:5]([NH:8][C:9]2[S:13][C:12]3=[N:14][CH:15]=[C:16]([C:25]4[CH:26]=[CH:27][C:22]([NH:21][C:18](=[O:20])[CH3:19])=[CH:23][CH:24]=4)[N:11]3[N:10]=2)=[CH:4][CH:3]=1. The yield is 0.150.